Task: Predict the reaction yield, written as a fraction of the theoretical maximum amount of product (1.0 means a 100% yield; for example, 0.34 means a 34% yield).. Dataset: Reaction yield outcomes from USPTO patents with 853,638 reactions (1) The reactants are C(=[N:8][C:9]1([CH3:17])[CH2:14][CH2:13][C:12](=[O:15])[NH:11][C:10]1=[O:16])C1C=CC=CC=1.[ClH:18]. The catalyst is C1COCC1. The product is [ClH:18].[NH2:8][C:9]1([CH3:17])[CH2:14][CH2:13][C:12](=[O:15])[NH:11][C:10]1=[O:16]. The yield is 0.840. (2) The reactants are [Br:1][CH2:2][CH2:3][CH2:4][NH2:5].C(N(CC)CC)C.[F:13][C:14]([F:25])([F:24])[C:15](O[C:15](=[O:16])[C:14]([F:25])([F:24])[F:13])=[O:16]. The catalyst is C(Cl)Cl. The product is [Br:1][CH2:2][CH2:3][CH2:4][NH:5][C:15](=[O:16])[C:14]([F:25])([F:24])[F:13]. The yield is 0.885. (3) The reactants are CS[C:3]1[C:4]2[CH:12]=[CH:11][N:10]=[CH:9][C:5]=2[N:6]=[CH:7][N:8]=1.[CH2:13]([NH2:20])[C:14]1[CH:19]=[CH:18][CH:17]=[CH:16][CH:15]=1. The product is [CH2:13]([NH:20][C:3]1[C:4]2[CH:12]=[CH:11][N:10]=[CH:9][C:5]=2[N:6]=[CH:7][N:8]=1)[C:14]1[CH:19]=[CH:18][CH:17]=[CH:16][CH:15]=1. The yield is 0.200. No catalyst specified. (4) The product is [C:9]([O:13][C:14](=[O:15])[NH:1][CH2:2][C:3]1[CH:8]=[N:7][CH:6]=[CH:5][N:4]=1)([CH3:12])([CH3:11])[CH3:10]. The reactants are [NH2:1][CH2:2][C:3]1[CH:8]=[N:7][CH:6]=[CH:5][N:4]=1.[C:9]([O:13][C:14](O[C:14]([O:13][C:9]([CH3:12])([CH3:11])[CH3:10])=[O:15])=[O:15])([CH3:12])([CH3:11])[CH3:10]. The yield is 1.00. The catalyst is C(O)(C)C. (5) The reactants are [ClH:1].[CH2:2]1[C:10]2[C:5](=[CH:6][CH:7]=[CH:8][CH:9]=2)[CH2:4][CH:3]1[NH:11][C:12]1[N:13]=[CH:14][C:15]2[CH2:20][N:19]([C:21]([O:23][CH2:24][CH:25]3[CH2:30][N:29]4[CH:31]=[CH:32][N:33]=[C:28]4[CH2:27][CH2:26]3)=[O:22])[CH2:18][C:16]=2[N:17]=1. The catalyst is CO. The product is [ClH:1].[CH2:2]1[C:10]2[C:5](=[CH:6][CH:7]=[CH:8][CH:9]=2)[CH2:4][CH:3]1[NH:11][C:12]1[N:13]=[CH:14][C:15]2[CH2:20][N:19]([C:21]([O:23][CH2:24][CH:25]3[CH2:30][N:29]4[CH:31]=[CH:32][N:33]=[C:28]4[CH2:27][CH2:26]3)=[O:22])[CH2:18][C:16]=2[N:17]=1. The yield is 1.00.